This data is from Forward reaction prediction with 1.9M reactions from USPTO patents (1976-2016). The task is: Predict the product of the given reaction. (1) Given the reactants [NH:1]1[C:9]2[C:4](=[CH:5][C:6]([O:10][C:11]3[C:20]4[C:15](=[CH:16][C:17]([O:23][CH2:24][C@H:25]5[CH2:27][O:26]5)=[C:18]([O:21][CH3:22])[CH:19]=4)[N:14]=[CH:13][N:12]=3)=[CH:7][CH:8]=2)[CH:3]=[CH:2]1.[NH:28]1[CH2:32][CH2:31][CH2:30][CH2:29]1, predict the reaction product. The product is: [OH:26][C@H:25]([CH2:27][N:28]1[CH2:32][CH2:31][CH2:30][CH2:29]1)[CH2:24][O:23][C:17]1[CH:16]=[C:15]2[C:20]([C:11]([O:10][C:6]3[CH:5]=[C:4]4[C:9](=[CH:8][CH:7]=3)[NH:1][CH:2]=[CH:3]4)=[N:12][CH:13]=[N:14]2)=[CH:19][C:18]=1[O:21][CH3:22]. (2) Given the reactants [Br:1][C:2]1[CH:3]=[CH:4][C:5]([NH:11][CH:12]=[CH:13][N+:14]([O-:16])=[O:15])=[C:6]([CH:10]=1)[C:7](O)=[O:8].C([O-])(=O)C.[K+].C(OC(=O)C)(=O)C, predict the reaction product. The product is: [Br:1][C:2]1[CH:10]=[C:6]2[C:5](=[CH:4][CH:3]=1)[N:11]=[CH:12][C:13]([N+:14]([O-:16])=[O:15])=[C:7]2[OH:8]. (3) Given the reactants [CH:1]1([C:6]2[CH:7]=[C:8]([CH:11]=[CH:12][C:13]=2[O:14][CH3:15])[CH:9]=O)[CH2:5][CH2:4][CH2:3][CH2:2]1.[Cl:16][C:17]1[CH:18]=[C:19]2[C:23](=[CH:24][CH:25]=1)[NH:22][C:21](=[O:26])[CH2:20]2, predict the reaction product. The product is: [Cl:16][C:17]1[CH:18]=[C:19]2[C:23](=[CH:24][CH:25]=1)[NH:22][C:21](=[O:26])[C:20]2=[CH:9][C:8]1[CH:11]=[CH:12][C:13]([O:14][CH3:15])=[C:6]([CH:1]2[CH2:5][CH2:4][CH2:3][CH2:2]2)[CH:7]=1. (4) Given the reactants [CH3:1][N:2]1[CH2:15][CH:14]([CH3:16])[C:5]2[NH:6][C:7]3[CH:8]=[CH:9][C:10]([CH3:13])=[CH:11][C:12]=3[C:4]=2[CH2:3]1.[OH-].[K+].[F:19][C:20]([F:30])([F:29])[C:21]1[CH:26]=[CH:25][C:24]([CH:27]=[CH2:28])=[CH:23][N:22]=1.O, predict the reaction product. The product is: [CH3:1][N:2]1[CH2:15][CH:14]([CH3:16])[C:5]2[N:6]([CH2:28][CH2:27][C:24]3[CH:23]=[N:22][C:21]([C:20]([F:30])([F:19])[F:29])=[CH:26][CH:25]=3)[C:7]3[CH:8]=[CH:9][C:10]([CH3:13])=[CH:11][C:12]=3[C:4]=2[CH2:3]1. (5) Given the reactants [CH:1]1([NH:4][C:5]([C:7]2[CH:8]=[C:9]([F:31])[C:10]([CH3:30])=[C:11]([C:13]3[C:14]([C:27]([OH:29])=O)=[CH:15][C:16]([C:19]([NH:21][CH2:22][C:23]([CH3:26])([CH3:25])[CH3:24])=[O:20])=[CH:17][CH:18]=3)[CH:12]=2)=[O:6])[CH2:3][CH2:2]1.CN(C(ON1N=NC2C=CC=CC1=2)=[N+](C)C)C.F[P-](F)(F)(F)(F)F.CCN(CC)CC.[C:63]1([CH2:69][CH2:70][CH2:71][CH2:72][NH2:73])[CH:68]=[CH:67][CH:66]=[CH:65][CH:64]=1, predict the reaction product. The product is: [CH:1]1([NH:4][C:5]([C:7]2[CH:12]=[C:11]([C:13]3[C:14]([C:27]([NH:73][CH2:72][CH2:71][CH2:70][CH2:69][C:63]4[CH:68]=[CH:67][CH:66]=[CH:65][CH:64]=4)=[O:29])=[CH:15][C:16]([C:19]([NH:21][CH2:22][C:23]([CH3:26])([CH3:24])[CH3:25])=[O:20])=[CH:17][CH:18]=3)[C:10]([CH3:30])=[C:9]([F:31])[CH:8]=2)=[O:6])[CH2:3][CH2:2]1. (6) Given the reactants [NH2:1][C:2]1[C:9]([F:10])=[CH:8][C:7]([Br:11])=[CH:6][C:3]=1[CH:4]=O.[NH2:12][C:13](N)=[O:14], predict the reaction product. The product is: [Br:11][C:7]1[CH:6]=[C:3]2[C:2](=[C:9]([F:10])[CH:8]=1)[N:1]=[C:13]([OH:14])[N:12]=[CH:4]2.